This data is from Forward reaction prediction with 1.9M reactions from USPTO patents (1976-2016). The task is: Predict the product of the given reaction. Given the reactants Cl[CH:2]([Cl:4])[CH3:3].[C:5]1([CH:11]=[CH:12][C:13]2[CH:18]=[CH:17][CH:16]=[CH:15][CH:14]=2)[CH:10]=[CH:9][CH:8]=[CH:7]C=1.[CH2:19]([Li])CCC.CCCCCC, predict the reaction product. The product is: [Cl:4][C:2]1([CH3:19])[CH2:3][C:12]1([C:11]1[CH:7]=[CH:8][CH:9]=[CH:10][CH:5]=1)[C:13]1[CH:14]=[CH:15][CH:16]=[CH:17][CH:18]=1.